Dataset: Drug-target binding data from BindingDB using Ki measurements. Task: Regression. Given a target protein amino acid sequence and a drug SMILES string, predict the binding affinity score between them. We predict pKi (pKi = -log10(Ki in M); higher means stronger inhibition). Dataset: bindingdb_ki. (1) The small molecule is CN(C(=O)Cc1ccccc1)[C@H]1CC[C@@]2(CCCO2)C[C@@H]1N1CCCC1. The target protein sequence is MDSPIQIFRGEPGPTCAPSACLPPNSSAWFPGWAEPDSNGSAGSEDAQLEPAHISPAIPVIITAVYSVVFVVGLVGNSLVMFVIIRYTKMKTATNIYIFNLALADALVTTTMPFQSTVYLMNSWPFGDVLCKIVISIDYYNMFTSIFTLTMMSVDRYIAVCHPVKALDFRTPLKAKIINICIWLLSSSVGISAIVLGGTKVREDVDVIECSLQFPDDDYSWWDLFMKICVFIFAFVIPVLIIIVCYTLMILRLKSVRLLSGSREKDRNLRRITRLVLVVVAVFVVCWTPIHIFILVEALGSTSHSTAALSSFYFCIALGYTNSSLNPILYAFLDENFKRCFRDFCFPLKMRMERQSTSRVRNTVQDPAYLRDIDGMNKPV. The pKi is 7.1. (2) The drug is NS(=O)(=O)Oc1cccc([N+](=O)[O-])c1. The target protein (P51691) has sequence MSKRPNFLVIVADDLGFSDIGAFGGEIATPNLDALAIAGLRLTDFHTASTCSPTRSMLLTGTDHHIAGIGTMAEALTPELEGKPGYEGHLNERVVALPELLREAGYQTLMAGKWHLGLKPEQTPHARGFERSFSLLPGAANHYGFEPPYDESTPRILKGTPALYVEDERYLDTLPEGFYSSDAFGDKLLQYLKERDQSRPFFAYLPFSAPHWPLQAPREIVEKYRGRYDAGPEALRQERLARLKELGLVEADVEAHPVLALTREWEALEDEERAKSARAMEVYAAMVERMDWNIGRVVDYLRRQGELDNTFVLFMSDNGAEGALLEAFPKFGPDLLGFLDRHYDNSLENIGRANSYVWYGPRWAQAATAPSRLYKAFTTQGGIRVPALVRYPRLSRQGAISHAFATVMDVTPTLLDLAGVRHPGKRWRGREIAEPRGRSWLGWLSGETEAAHDENTVTGWELFGMRAIRQGDWKAVYLPAPVGPATWQLYDLARDPGEIH.... The pKi is 6.9. (3) The compound is OCC1=CC(NC2COC(CO)C(O)C2O)C(O)C(O)C1O. The target protein (O43280) has sequence MPGRTWELCLLLLLGLGLGSQEALPPPCESEIYCHGELLNQVQMAKLYQDDKQFVDMPLSIAPEQVLQTFTELSRDHNHSIPREQLQAFVHEHFQAKGQELQPWTPADWKDSPQFLQKISDAKLRAWAGQLHQLWKKLGKKMKPEVLSHPERFSLIYSEHPFIVPGGRFVEFYYWDSYWVMEGLLLSEMAETVKGMLQNFLDLVKTYGHVPNGGRVYYLQRSQPPLLTLMMDCYLTHTNDTAFLQENIETLALELDFWTKNRTVSVSLEGKNYLLNRYYVPYGGPRPESYSKDVELADTLPEGDREALWAELKAGAESGWDFSSRWLIGGPNPNSLSGIRTSKLVPVDLNAFLCQAEELMSNFYSRLGNDSQATKYRILRSQRLAALNTVLWDEQTGAWFDYDLEKKKKNREFYPSNLTPLWAGCFSDPGVADKALKYLEDNRILTYQYGIPTSLQKTGQQWDFPNAWAPLQDLVIRGLAKAPLRRAQEVAFQLAQNWIR.... The pKi is 6.7. (4) The compound is O=C(c1cc2cccc(N3CCN(CCc4ccccn4)CC3)c2o1)N1CCN(c2nccs2)CC1. The target protein (P46636) has sequence MEEQGIQCAPPPPAASQTGVPLVNLSHNCSAESHIYQDSIALPWKVLLVALLALITLATTLSNAFVIATVYRTRKLHTPANYLIASLAVTDLLVSILVMPVSTMYTVTGRWTLGQVVCDFWLSSDITCCTASIMHLCVIALDRYWAITDAVEYAAKRTPKRAAIMIALVWVFSISISLPPFFWRQAKAEEEVLTCLVNTDHVLYTVYSTGGAFYLPTLLLIALYGRIYVEARSRILKQTPNKTGKRLTRAQLITDSPGSTTSVTSINSRAPDLPSESGSPVYVNQVKVRVSDALLEKKKLMAARERKATKTLGIILGAFIVCWLPFFIISLVMPICKDACWFHMATLDFFNWLGYLNSLINPIIYTMSNEDFKQAFHKLIRFKCAG. The pKi is 8.8. (5) The compound is CCCc1nn(-c2c(Cl)cccc2Cl)c(C(=O)O)c1Cc1ccc(-c2ccccc2-c2nnn[nH]2)cc1. The target protein (P35351) has sequence MKDNFSFAATSRNITSSLPFDNLNATGTNESAFNCSHKPADKHLEAIPVLYYMIFVIGFAVNIVVVSLFCCQKGPKKVSSIYIFNLAVADLLLLATLPLWATYYSYRYDWLFGPVMCKVFGSFLTLNMFASIFFITCMSVDRYQSVIYPFLSQRRNPWQASYVVPLVWCMACLSSLPTFYFRDVRTIEYLGVNACIMAFPPEKYAQWSAGIALMKNILGFIIPLIFIATCYFGIRKHLLKTNSYGKNRITRDQVLKMAAAVVLAFIICWLPFHVLTFLDALTWMGIINSCEVIAVIDLALPFAILLGFTNSCVNPFLYCFVGNRFQQKLRSVFRVPITWLQGKRETMSCRKSSSLREMDTFVS. The pKi is 9.1. (6) The drug is N=C[PH](O)(O)CC[C@H](N)C(=O)O. The target protein (P0A9C5) has sequence MSAEHVLTMLNEHEVKFVDLRFTDTKGKEQHVTIPAHQVNAEFFEEGKMFDGSSIGGWKGINESDMVLMPDASTAVIDPFFADSTLIIRCDILEPGTLQGYDRDPRSIAKRAEDYLRSTGIADTVLFGPEPEFFLFDDIRFGSSISGSHVAIDDIEGAWNSSTQYEGGNKGHRPAVKGGYFPVPPVDSAQDIRSEMCLVMEQMGLVVEAHHHEVATAGQNEVATRFNTMTKKADEIQIYKYVVHNVAHRFGKTATFMPKPMFGDNGSGMHCHMSLSKNGVNLFAGDKYAGLSEQALYYIGGVIKHAKAINALANPTTNSYKRLVPGYEAPVMLAYSARNRSASIRIPVVSSPKARRIEVRFPDPAANPYLCFAALLMAGLDGIKNKIHPGEAMDKNLYDLPPEEAKEIPQVAGSLEEALNELDLDREFLKAGGVFTDEAIDAYIALRREEDDRVRMTPHPVEFELYYSV. The pKi is 6.2. (7) The drug is CCCN(CCC)[C@H]1CCc2c(F)ccc(O)c2C1. The target protein sequence is MGVFVKDSSDSAYLTPERKLALGRGKAQGKSRQAAYLSEEKNKPRSTGTGFTQVCSLEVKKLFQIPPFWRRLKKRDAKLAKHNEEYSESVQSEPNRILRVGSDVQPGFSMYAYTGLPMELKTKHFSIQSNSVSNFAMDILCDQESSVNPTAKSLIQINHERRLYRNVYGAGEINASHLFNLTVDSENLTNVSSESSVTPPCYSSLFQLSQKNWPALLTVIVIVLTIAGNILVIMAVSLEKKLQNATNYFLMSLAIADMLLGFLVMPVSMLTILYGYAWPLPRKLCAIWIYLDVLFSTASIMHLCAISLDRYIAIRNPIHHSRFNSRTKAFAKIIAVWTISVGISMPVPVFGLQDDSKVFKKDSCLLADDNFVLVGSFVAFFIPLTIMVVTYFLTIKSLQKEAMLCVNDIGPKTKFASFSFLPQSSLSSEKLFQRSLNRDVGTSGRRTMQSISNEQKASKVLGIVFFLFVVMWCPFFITNVMAVICKESCNQEVIGELLNV.... The pKi is 5.0. (8) The drug is CCC(OC(C)=O)C(CC(C)N(C)C)(c1ccccc1)c1ccccc1. The target is MLLARMKPQVQPELGGADQ. The pKi is 5.0. (9) The small molecule is CC[C@H](C)[C@H](NC(=O)[C@H](CCCNC(=N)N)NC(=O)[C@H](CCC(N)=O)NC(=O)CNC(=O)[C@H](CCC(=O)O)NC(=O)[C@H](Cc1ccccc1)NC(=O)[C@H](CC(C)C)NC(=O)[C@H](Cc1ccccc1)NC(=O)[C@H](CCCNC(=N)N)NC(=O)[C@H](CC(C)C)NC(=O)[C@@H](N)CO)C(=O)N[C@@H](C)C(=O)N[C@@H](CC(=O)O)C(=O)N[C@@H](CC(N)=O)C(=O)N[C@@H](Cc1cnc[nH]1)C(=O)O. The target protein sequence is MATTGTPTADRGDAAATDDPAARFQVQKHSWDGLRSIIHGSRKYSGLIVNKAPHDFQFVQKTDESGPHSHRLYYLGMPYGSRENSLLYSEIPKKVRKEALLLLSWKQMLDHFQATPHHGVYSREEELLRERKRLGVFGITSYDFHSESGLFLFQASNSLFHCRDGGKNGFMVSPMKPLEIKTQCSGPRMDPKICPADPAFFSFINNSDLWVANIETGEERRLTFCHQGLSNVLDDPKSAGVATFVIQEEFDRFTGYWWCPTASWEGSEGLKTLRILYEEVDESEVEVIAVPSPALEERKTDSYRYPRTGSKNPKIALKLAEFQTDSQGKIVSTQEKELVQPFSSLFPKVEYIARAGWTRDGKYAWAMFLDRPQQWLQLVLLPPALFIPSTENEEQRLASARAVPRNVQPYVVYEEVTNVWINVHDIFYPFPQSEGEDELCFLRANECKTGFCHLYKVTAVLKSQGYDWSEPFSPGEDEFKCPIKEEIALTSGEWEVLARH.... The pKi is 5.4.